This data is from Forward reaction prediction with 1.9M reactions from USPTO patents (1976-2016). The task is: Predict the product of the given reaction. (1) Given the reactants Cl[C:2]1[N:7]=[C:6]([C:8]2[S:12][C:11]([CH:13]3[CH2:18][CH2:17][O:16][CH2:15][CH2:14]3)=[N:10][C:9]=2[C:19]2[C:20]([F:37])=[C:21]([NH:25][S:26]([C:29]3[CH:34]=[C:33]([F:35])[CH:32]=[CH:31][C:30]=3[F:36])(=[O:28])=[O:27])[CH:22]=[CH:23][CH:24]=2)[CH:5]=[CH:4][N:3]=1.[NH3:38].CO, predict the reaction product. The product is: [NH2:38][C:2]1[N:7]=[C:6]([C:8]2[S:12][C:11]([CH:13]3[CH2:18][CH2:17][O:16][CH2:15][CH2:14]3)=[N:10][C:9]=2[C:19]2[C:20]([F:37])=[C:21]([NH:25][S:26]([C:29]3[CH:34]=[C:33]([F:35])[CH:32]=[CH:31][C:30]=3[F:36])(=[O:28])=[O:27])[CH:22]=[CH:23][CH:24]=2)[CH:5]=[CH:4][N:3]=1. (2) Given the reactants [CH:1]([NH:4][C:5](=[O:13])[CH2:6][N:7]1[CH2:12][CH2:11][NH:10][CH2:9][CH2:8]1)([CH3:3])[CH3:2].Cl[C:15]1[N:20]=[CH:19][N:18]=[C:17]([NH:21][C:22]2[S:23][C:24]([C:27]#[N:28])=[CH:25][N:26]=2)[CH:16]=1.C(N(CC)CC)C, predict the reaction product. The product is: [C:27]([C:24]1[S:23][C:22]([NH:21][C:17]2[N:18]=[CH:19][N:20]=[C:15]([N:10]3[CH2:11][CH2:12][N:7]([CH2:6][C:5]([NH:4][CH:1]([CH3:3])[CH3:2])=[O:13])[CH2:8][CH2:9]3)[CH:16]=2)=[N:26][CH:25]=1)#[N:28].